Dataset: Reaction yield outcomes from USPTO patents with 853,638 reactions. Task: Predict the reaction yield, written as a fraction of the theoretical maximum amount of product (1.0 means a 100% yield; for example, 0.34 means a 34% yield). (1) The reactants are CS(C)=O.C(Cl)(=O)C(Cl)=O.[CH3:11][O:12][C:13]1[CH:18]=[CH:17][C:16]([CH2:19][CH2:20][OH:21])=[CH:15][CH:14]=1.C(N(CC)CC)C. The catalyst is ClCCl.O. The product is [CH3:11][O:12][C:13]1[CH:18]=[CH:17][C:16]([CH2:19][CH:20]=[O:21])=[CH:15][CH:14]=1. The yield is 0.444. (2) The reactants are [N:1]1([CH2:7][CH2:8][CH2:9][O:10][N:11]=[CH:12][C:13]2[CH:18]=[CH:17][C:16]([Cl:19])=[C:15]([Cl:20])[CH:14]=2)[CH2:6][CH2:5][O:4][CH2:3][CH2:2]1. The catalyst is ClCCl.C(O)(=O)C. The product is [Cl:20][C:15]1[CH:14]=[C:13]([CH:18]=[CH:17][C:16]=1[Cl:19])[CH2:12][NH:11][O:10][CH2:9][CH2:8][CH2:7][N:1]1[CH2:2][CH2:3][O:4][CH2:5][CH2:6]1. The yield is 0.930. (3) The reactants are C1C=CC(P(C2C=CC3C(=CC=CC=3)C=2C2C3C(=CC=CC=3)C=CC=2P(C2C=CC=CC=2)C2C=CC=CC=2)C2C=CC=CC=2)=CC=1.[Cl:47][C:48]1[CH:53]=[CH:52][C:51](B(O)O)=[CH:50][C:49]=1[F:57].CO.[CH2:60]([N:67]1[CH2:71][CH:70]=[C:69]([C:72](=[O:74])[CH3:73])[CH2:68]1)[C:61]1[CH:66]=[CH:65][CH:64]=[CH:63][CH:62]=1. The catalyst is O. The product is [CH2:60]([N:67]1[CH2:71][C@H:70]([C:51]2[CH:52]=[CH:53][C:48]([Cl:47])=[C:49]([F:57])[CH:50]=2)[C@@H:69]([C:72](=[O:74])[CH3:73])[CH2:68]1)[C:61]1[CH:66]=[CH:65][CH:64]=[CH:63][CH:62]=1. The yield is 0.330. (4) The reactants are [C:1](#[N:6])[C:2]([CH3:5])([CH3:4])[CH3:3].[CH2:7]([OH:9])[CH3:8]. No catalyst specified. The product is [C:1](=[NH:6])([O:9][CH2:7][CH3:8])[C:2]([CH3:5])([CH3:4])[CH3:3]. The yield is 0.620. (5) The reactants are [C:1]1([C:11]2([CH:16]=[O:17])[CH2:15][CH2:14][CH2:13][CH2:12]2)[C:10]2[C:5](=[CH:6][CH:7]=[CH:8][CH:9]=2)[CH:4]=[CH:3][CH:2]=1.[BH4-].[Na+].C(OCC)(=O)C. The catalyst is CO.CCCCCC. The product is [C:1]1([C:11]2([CH2:16][OH:17])[CH2:15][CH2:14][CH2:13][CH2:12]2)[C:10]2[C:5](=[CH:6][CH:7]=[CH:8][CH:9]=2)[CH:4]=[CH:3][CH:2]=1. The yield is 0.870. (6) The product is [I:1][C:2]1[CH:3]=[C:4]2[C:9](=[CH:10][CH:11]=1)[N:8]=[CH:7][N:6]=[C:5]2[Cl:15]. The reactants are [I:1][C:2]1[CH:3]=[C:4]2[C:9](=[CH:10][CH:11]=1)[N:8]=[CH:7][NH:6][C:5]2=O.P(Cl)(Cl)([Cl:15])=O.C(N(CC)CC)C. The catalyst is C1(C)C=CC=CC=1. The yield is 0.900. (7) The reactants are [Cl:1][C:2]1[C:10]2[N:9]=[C:8]([C:11]3[CH:12]=[CH:13][C:14]4[N:15]([CH2:24][CH3:25])[C:16]5[C:21]([C:22]=4[CH:23]=3)=[CH:20][CH:19]=[CH:18][CH:17]=5)[N:7]([CH2:26][CH:27]3[CH2:29][CH2:28]3)[C:6]=2[CH:5]=[CH:4][C:3]=1[C:30]([O:32]C)=[O:31].[OH-].[Na+].Cl. The catalyst is CO. The product is [Cl:1][C:2]1[C:10]2[N:9]=[C:8]([C:11]3[CH:12]=[CH:13][C:14]4[N:15]([CH2:24][CH3:25])[C:16]5[C:21]([C:22]=4[CH:23]=3)=[CH:20][CH:19]=[CH:18][CH:17]=5)[N:7]([CH2:26][CH:27]3[CH2:28][CH2:29]3)[C:6]=2[CH:5]=[CH:4][C:3]=1[C:30]([OH:32])=[O:31]. The yield is 0.750.